Dataset: Forward reaction prediction with 1.9M reactions from USPTO patents (1976-2016). Task: Predict the product of the given reaction. (1) Given the reactants C(Cl)(=O)C.[Cl:5][C:6]1[CH:25]=[CH:24][C:9]([O:10][CH:11]2[CH2:16][CH2:15][N:14](C(OC(C)(C)C)=O)[CH2:13][CH2:12]2)=[CH:8][C:7]=1[C:26](=[O:44])[NH:27][C:28](=[O:43])[NH:29][C:30]1[S:31][C:32]2[CH:38]=[C:37]([S:39]([CH3:42])(=[O:41])=[O:40])[CH:36]=[CH:35][C:33]=2[N:34]=1, predict the reaction product. The product is: [Cl:5][C:6]1[CH:25]=[CH:24][C:9]([O:10][CH:11]2[CH2:16][CH2:15][NH:14][CH2:13][CH2:12]2)=[CH:8][C:7]=1[C:26]([NH:27][C:28](=[O:43])[NH:29][C:30]1[S:31][C:32]2[CH:38]=[C:37]([S:39]([CH3:42])(=[O:41])=[O:40])[CH:36]=[CH:35][C:33]=2[N:34]=1)=[O:44]. (2) Given the reactants Br[C:2]1[CH:7]=[C:6]([CH3:8])[CH:5]=[CH:4][C:3]=1[NH2:9].[C:10]([Cu])#[N:11], predict the reaction product. The product is: [NH2:9][C:3]1[CH:4]=[CH:5][C:6]([CH3:8])=[CH:7][C:2]=1[C:10]#[N:11]. (3) The product is: [Br:19][C:20]1[CH:21]=[C:22]([NH:23][C:2]2[C:11]3[C:6](=[CH:7][C:8]4[O:15][CH2:14][CH:13]([CH2:16][O:17][CH3:18])[O:12][C:9]=4[CH:10]=3)[N:5]=[CH:4][N:3]=2)[CH:24]=[CH:25][CH:26]=1. Given the reactants Cl[C:2]1[C:11]2[C:6](=[CH:7][C:8]3[O:15][CH2:14][CH:13]([CH2:16][O:17][CH3:18])[O:12][C:9]=3[CH:10]=2)[N:5]=[CH:4][N:3]=1.[Br:19][C:20]1[CH:21]=[C:22]([CH:24]=[CH:25][CH:26]=1)[NH2:23], predict the reaction product. (4) Given the reactants Cl[C:2]1[N:9]=[CH:8][CH:7]=[CH:6][C:3]=1[C:4]#[N:5].[CH:10]([C:12]1[CH:13]=[C:14](B(O)O)[CH:15]=[CH:16][CH:17]=1)=[O:11], predict the reaction product. The product is: [CH:10]([C:12]1[CH:17]=[C:16]([C:2]2[N:9]=[CH:8][CH:7]=[CH:6][C:3]=2[C:4]#[N:5])[CH:15]=[CH:14][CH:13]=1)=[O:11]. (5) The product is: [CH3:40][O:39][CH2:38][CH2:37][O:36][C:34](=[O:35])[NH:1][CH2:2][C@@H:3]1[CH2:7][CH2:6][N:5]([C:8]2[C:17]3[C:12](=[CH:13][C:14]([CH3:18])=[CH:15][CH:16]=3)[N:11]=[C:10]([C:19]3[CH:24]=[CH:23][CH:22]=[CH:21][C:20]=3[OH:25])[N:9]=2)[CH2:4]1. Given the reactants [NH2:1][CH2:2][C@@H:3]1[CH2:7][CH2:6][N:5]([C:8]2[C:17]3[C:12](=[CH:13][C:14]([CH3:18])=[CH:15][CH:16]=3)[N:11]=[C:10]([C:19]3[CH:24]=[CH:23][CH:22]=[CH:21][C:20]=3[OH:25])[N:9]=2)[CH2:4]1.C(N(CC)CC)C.Cl[C:34]([O:36][CH2:37][CH2:38][O:39][CH3:40])=[O:35], predict the reaction product. (6) Given the reactants Cl.[CH3:2][O:3][NH:4][CH3:5].[CH3:6][C:7]([O:10][C:11]([NH:13][C@H:14]([C:18]([OH:20])=O)[CH:15]([CH3:17])[CH3:16])=[O:12])([CH3:9])[CH3:8].CN(C(ON1N=NC2C=CC=CC1=2)=[N+](C)C)C.[B-](F)(F)(F)F.O, predict the reaction product. The product is: [CH3:9][C:7]([O:10][C:11]([NH:13][C@H:14]([C:18]([N:4]([CH3:5])[O:3][CH3:2])=[O:20])[CH:15]([CH3:16])[CH3:17])=[O:12])([CH3:6])[CH3:8]. (7) The product is: [Cl:43][C:39]1[CH:38]=[C:37]([N:36]([CH2:2][C:3]2[CH:4]=[C:5]([C:8]([C:10]3[C:11]([NH:16][C@H:17]4[CH2:21][C@H:20]([O:22][Si:23]([CH:30]([CH3:32])[CH3:31])([CH:27]([CH3:28])[CH3:29])[CH:24]([CH3:25])[CH3:26])[C@@H:19]([CH2:33][OH:34])[CH2:18]4)=[N:12][CH:13]=[N:14][CH:15]=3)=[O:9])[S:6][CH:7]=2)[CH3:35])[CH:42]=[CH:41][CH:40]=1. Given the reactants Cl[CH2:2][C:3]1[CH:4]=[C:5]([C:8]([C:10]2[C:11]([NH:16][C@H:17]3[CH2:21][C@H:20]([O:22][Si:23]([CH:30]([CH3:32])[CH3:31])([CH:27]([CH3:29])[CH3:28])[CH:24]([CH3:26])[CH3:25])[C@@H:19]([CH2:33][OH:34])[CH2:18]3)=[N:12][CH:13]=[N:14][CH:15]=2)=[O:9])[S:6][CH:7]=1.[CH3:35][NH:36][C:37]1[CH:42]=[CH:41][CH:40]=[C:39]([Cl:43])[CH:38]=1.C([O-])([O-])=O.[K+].[K+], predict the reaction product.